From a dataset of Full USPTO retrosynthesis dataset with 1.9M reactions from patents (1976-2016). Predict the reactants needed to synthesize the given product. The reactants are: B.C1COCC1.[NH2:7][C:8]1[N:13]=[CH:12][C:11]([C:14]2[N:19]=[C:18]([N:20]3[CH2:25][CH2:24][O:23][CH2:22][C@@H:21]3[CH3:26])[C:17]3=[CH:27][C:28]([C:30]([N:32]4[CH2:37][CH2:36][N:35]([S:38]([CH3:41])(=[O:40])=[O:39])[CH2:34][CH2:33]4)=O)=[CH:29][N:16]3[N:15]=2)=[C:10]([C:42]([F:45])([F:44])[F:43])[CH:9]=1.Cl. Given the product [CH3:26][C@@H:21]1[N:20]([C:18]2[C:17]3=[CH:27][C:28]([CH2:30][N:32]4[CH2:33][CH2:34][N:35]([S:38]([CH3:41])(=[O:39])=[O:40])[CH2:36][CH2:37]4)=[CH:29][N:16]3[N:15]=[C:14]([C:11]3[C:10]([C:42]([F:45])([F:43])[F:44])=[CH:9][C:8]([NH2:7])=[N:13][CH:12]=3)[N:19]=2)[CH2:25][CH2:24][O:23][CH2:22]1, predict the reactants needed to synthesize it.